From a dataset of Catalyst prediction with 721,799 reactions and 888 catalyst types from USPTO. Predict which catalyst facilitates the given reaction. (1) Reactant: [F:1][C:2]1[C:10]([C:11]2[C:15]3[C:16]([NH2:20])=[N:17][CH:18]=[CH:19][C:14]=3[O:13][CH:12]=2)=[CH:9][CH:8]=[C:7]2[C:3]=1[CH2:4][CH2:5][NH:6]2.[F:21][C:22]1[CH:27]=[CH:26][C:25]([F:28])=[CH:24][C:23]=1[CH2:29][C:30](O)=[O:31].CN(C(ON1N=NC2C=CC=NC1=2)=[N+](C)C)C.F[P-](F)(F)(F)(F)F.CCN(C(C)C)C(C)C. Product: [F:21][C:22]1[CH:27]=[CH:26][C:25]([F:28])=[CH:24][C:23]=1[CH2:29][C:30]([N:6]1[C:7]2[C:3](=[C:2]([F:1])[C:10]([C:11]3[C:15]4[C:16]([NH2:20])=[N:17][CH:18]=[CH:19][C:14]=4[O:13][CH:12]=3)=[CH:9][CH:8]=2)[CH2:4][CH2:5]1)=[O:31]. The catalyst class is: 9. (2) Reactant: Cl[C:2]1[C:11]2=[N:12][N:13](CC3C=CC(OC)=CC=3)[CH:14]=[C:10]2[C:9]2[CH:8]=[CH:7][CH:6]=[CH:5][C:4]=2[N:3]=1.[N:24]1[NH:25][CH:26]=[C:27]2[C:32]=1[C:31]([NH2:33])=[CH:30][CH:29]=[CH:28]2.Cl. Product: [N:24]1[NH:25][CH:26]=[C:27]2[C:32]=1[C:31]([NH:33][C:2]1[C:11]3=[N:12][NH:13][CH:14]=[C:10]3[C:9]3[CH:8]=[CH:7][CH:6]=[CH:5][C:4]=3[N:3]=1)=[CH:30][CH:29]=[CH:28]2. The catalyst class is: 71. (3) Reactant: C([O:4][C:5]1[C:6]([C:12]#[N:13])=[N:7][C:8]([F:11])=[CH:9][N:10]=1)C=C.[Cl-].[Al+3].[Cl-].[Cl-].O. Product: [F:11][C:8]1[N:7]=[C:6]([C:12]#[N:13])[C:5](=[O:4])[NH:10][CH:9]=1. The catalyst class is: 11. (4) Reactant: Cl[CH2:2][CH2:3][CH2:4][N:5]1[CH2:10][CH2:9][O:8][CH2:7][CH2:6]1.[F:11][C:12]1[CH:13]=[C:14]([CH:17]=[CH:18][C:19]=1[OH:20])[CH:15]=[O:16].C(=O)([O-])[O-].[K+].[K+].O. Product: [F:11][C:12]1[CH:13]=[C:14]([CH:17]=[CH:18][C:19]=1[O:20][CH2:2][CH2:3][CH2:4][N:5]1[CH2:10][CH2:9][O:8][CH2:7][CH2:6]1)[CH:15]=[O:16]. The catalyst class is: 3.